Dataset: NCI-60 drug combinations with 297,098 pairs across 59 cell lines. Task: Regression. Given two drug SMILES strings and cell line genomic features, predict the synergy score measuring deviation from expected non-interaction effect. (1) Drug 1: CC1OCC2C(O1)C(C(C(O2)OC3C4COC(=O)C4C(C5=CC6=C(C=C35)OCO6)C7=CC(=C(C(=C7)OC)O)OC)O)O. Drug 2: CN(C)N=NC1=C(NC=N1)C(=O)N. Cell line: NCI-H226. Synergy scores: CSS=18.1, Synergy_ZIP=-1.77, Synergy_Bliss=1.12, Synergy_Loewe=-13.6, Synergy_HSA=-0.610. (2) Drug 1: CC12CCC3C(C1CCC2=O)CC(=C)C4=CC(=O)C=CC34C. Drug 2: C1C(C(OC1N2C=C(C(=O)NC2=O)F)CO)O. Cell line: SNB-75. Synergy scores: CSS=50.2, Synergy_ZIP=-9.25, Synergy_Bliss=-8.72, Synergy_Loewe=-25.8, Synergy_HSA=-2.81. (3) Drug 1: CCN(CC)CCNC(=O)C1=C(NC(=C1C)C=C2C3=C(C=CC(=C3)F)NC2=O)C. Drug 2: C(CC(=O)O)C(=O)CN.Cl. Cell line: OVCAR-5. Synergy scores: CSS=28.6, Synergy_ZIP=-5.41, Synergy_Bliss=-1.36, Synergy_Loewe=3.30, Synergy_HSA=3.74. (4) Drug 1: C1CCC(CC1)NC(=O)N(CCCl)N=O. Drug 2: CN(C)C1=NC(=NC(=N1)N(C)C)N(C)C. Cell line: TK-10. Synergy scores: CSS=1.75, Synergy_ZIP=0.833, Synergy_Bliss=4.45, Synergy_Loewe=-7.37, Synergy_HSA=0.161.